This data is from Full USPTO retrosynthesis dataset with 1.9M reactions from patents (1976-2016). The task is: Predict the reactants needed to synthesize the given product. Given the product [Br:6][C:7]1[CH:8]=[C:9]([C:13]([O:15][CH3:16])=[O:14])[O:10][C:11]=1[Cl:5], predict the reactants needed to synthesize it. The reactants are: C([Mg][Cl:5])(C)C.[Br:6][C:7]1[CH:8]=[C:9]([C:13]([O:15][CH3:16])=[O:14])[O:10][C:11]=1Br.C(C(Cl)C)CCCCC.